The task is: Regression. Given a peptide amino acid sequence and an MHC pseudo amino acid sequence, predict their binding affinity value. This is MHC class II binding data.. This data is from Peptide-MHC class II binding affinity with 134,281 pairs from IEDB. (1) The peptide sequence is LNKMRAVWVDGKART. The MHC is DRB5_0101 with pseudo-sequence DRB5_0101. The binding affinity (normalized) is 0.389. (2) The peptide sequence is KLRSAGELELQFRRV. The MHC is HLA-DQA10104-DQB10503 with pseudo-sequence HLA-DQA10104-DQB10503. The binding affinity (normalized) is 0.158. (3) The peptide sequence is HLFKTTVNSLISDQL. The MHC is DRB1_1302 with pseudo-sequence DRB1_1302. The binding affinity (normalized) is 0. (4) The binding affinity (normalized) is 0.730. The MHC is DRB1_0401 with pseudo-sequence DRB1_0401. The peptide sequence is KEKVYLSWVPAHKGIGGNE. (5) The peptide sequence is ASRELERFAVNPGLL. The MHC is HLA-DQA10501-DQB10301 with pseudo-sequence HLA-DQA10501-DQB10301. The binding affinity (normalized) is 0.276. (6) The binding affinity (normalized) is 0.591. The peptide sequence is SYNKRVFCEAVRRVA. The MHC is DRB1_0101 with pseudo-sequence DRB1_0101. (7) The peptide sequence is RQCCHKAMENFTDDD. The MHC is DRB1_1501 with pseudo-sequence DRB1_1501. The binding affinity (normalized) is 0.395.